This data is from TCR-epitope binding with 47,182 pairs between 192 epitopes and 23,139 TCRs. The task is: Binary Classification. Given a T-cell receptor sequence (or CDR3 region) and an epitope sequence, predict whether binding occurs between them. (1) The epitope is ISPRTLNAW. The TCR CDR3 sequence is CASSTNNEQFF. Result: 1 (the TCR binds to the epitope). (2) The epitope is VTIAEILLI. The TCR CDR3 sequence is CASSFFLDRVDNEQFF. Result: 1 (the TCR binds to the epitope). (3) The epitope is GTSGSPIINR. The TCR CDR3 sequence is CASSYDRNQPQHF. Result: 0 (the TCR does not bind to the epitope). (4) The epitope is KEIDRLNEV. The TCR CDR3 sequence is CASSGPGQDYGYTF. Result: 0 (the TCR does not bind to the epitope). (5) The epitope is AVFDRKSDAK. The TCR CDR3 sequence is CASSQVGSQETQYF. Result: 0 (the TCR does not bind to the epitope). (6) The epitope is FLKEKGGL. The TCR CDR3 sequence is CSASSQRGGIYEQYF. Result: 1 (the TCR binds to the epitope). (7) The epitope is KLGGALQAK. The TCR CDR3 sequence is CASSLYLGVGETQYF. Result: 1 (the TCR binds to the epitope).